This data is from Peptide-MHC class I binding affinity with 185,985 pairs from IEDB/IMGT. The task is: Regression. Given a peptide amino acid sequence and an MHC pseudo amino acid sequence, predict their binding affinity value. This is MHC class I binding data. (1) The peptide sequence is GRVIPRMLY. The MHC is HLA-A26:01 with pseudo-sequence HLA-A26:01. The binding affinity (normalized) is 0.0847. (2) The peptide sequence is FIHFFTWGT. The MHC is HLA-A02:06 with pseudo-sequence HLA-A02:06. The binding affinity (normalized) is 0.622. (3) The peptide sequence is ETQSGALEVL. The MHC is HLA-A02:01 with pseudo-sequence HLA-A02:01. The binding affinity (normalized) is 0.210. (4) The peptide sequence is VLEWRFDSRL. The MHC is HLA-B53:01 with pseudo-sequence HLA-B53:01. The binding affinity (normalized) is 0.188. (5) The peptide sequence is FAVGLLFRRL. The MHC is HLA-A02:06 with pseudo-sequence HLA-A02:06. The binding affinity (normalized) is 0.721. (6) The peptide sequence is MLMTGTLAVF. The MHC is HLA-A23:01 with pseudo-sequence HLA-A23:01. The binding affinity (normalized) is 0.630. (7) The peptide sequence is YVASYLLAAL. The MHC is HLA-A02:03 with pseudo-sequence HLA-A02:03. The binding affinity (normalized) is 0.996.